Dataset: Reaction yield outcomes from USPTO patents with 853,638 reactions. Task: Predict the reaction yield, written as a fraction of the theoretical maximum amount of product (1.0 means a 100% yield; for example, 0.34 means a 34% yield). (1) The reactants are [N+:1]([C:4]1[N:5]=[C:6]2[N:10]([CH:11]=1)[CH2:9][C@H:8]([CH2:12][N:13]1[CH2:18][CH2:17][N:16]([C:19](OC(C)(C)C)=O)[CH2:15][CH2:14]1)[O:7]2)([O-:3])=[O:2].FC(F)(F)C(O)=O.C(N(CC)CC)C.[C:40]1([C:46]2[CH:53]=[CH:52][C:49](C=O)=[CH:48][CH:47]=2)[CH:45]=[CH:44][CH:43]=[CH:42][CH:41]=1.[B-]C#N.[Na+].C(O)(=O)C. The catalyst is C(Cl)Cl. The product is [C:40]1([C:46]2[CH:47]=[CH:48][CH:49]=[CH:52][CH:53]=2)[CH:45]=[CH:44][C:43]([CH2:19][N:16]2[CH2:15][CH2:14][N:13]([CH2:12][C@@H:8]3[O:7][C:6]4=[N:5][C:4]([N+:1]([O-:3])=[O:2])=[CH:11][N:10]4[CH2:9]3)[CH2:18][CH2:17]2)=[CH:42][CH:41]=1. The yield is 0.650. (2) The reactants are [N+:1]([C:4]1[CH:9]=[CH:8][CH:7]=[CH:6][C:5]=1[CH2:10][C:11]([OH:13])=O)([O-:3])=[O:2].C(Cl)(=O)C(Cl)=O.C[N:21](C=O)C. The catalyst is ClCCl. The product is [N+:1]([C:4]1[CH:9]=[CH:8][CH:7]=[CH:6][C:5]=1[CH2:10][C:11]([NH2:21])=[O:13])([O-:3])=[O:2]. The yield is 0.740.